From a dataset of Forward reaction prediction with 1.9M reactions from USPTO patents (1976-2016). Predict the product of the given reaction. Given the reactants Cl[C:2]1[N:7]=[CH:6][C:5]2[C:8]([O:14][CH:15]3[CH2:19][CH2:18][O:17][CH2:16]3)=[N:9][N:10]([CH:11]([CH3:13])[CH3:12])[C:4]=2[CH:3]=1.C1(P(C2C=CC=CC=2)C2C3OC4C(=CC=CC=4P(C4C=CC=CC=4)C4C=CC=CC=4)C(C)(C)C=3C=CC=2)C=CC=CC=1.[CH:62]1([S:65]([N:68]2[CH:72]=[C:71]([C:73]3[N:78]=[C:77]([NH2:79])[CH:76]=[CH:75][N:74]=3)[CH:70]=[N:69]2)(=[O:67])=[O:66])[CH2:64][CH2:63]1.C(=O)([O-])[O-].[Cs+].[Cs+], predict the reaction product. The product is: [CH:62]1([S:65]([N:68]2[CH:72]=[C:71]([C:73]3[N:78]=[C:77]([NH:79][C:2]4[N:7]=[CH:6][C:5]5[C:8]([O:14][CH:15]6[CH2:19][CH2:18][O:17][CH2:16]6)=[N:9][N:10]([CH:11]([CH3:13])[CH3:12])[C:4]=5[CH:3]=4)[CH:76]=[CH:75][N:74]=3)[CH:70]=[N:69]2)(=[O:66])=[O:67])[CH2:64][CH2:63]1.